Dataset: Catalyst prediction with 721,799 reactions and 888 catalyst types from USPTO. Task: Predict which catalyst facilitates the given reaction. (1) Reactant: [Cl:1][C:2]1[CH:7]=[CH:6][C:5]([S:8]([N:11]2[C:17]3[CH:18]=[CH:19][CH:20]=[CH:21][C:16]=3[CH2:15][CH2:14][CH2:13][CH2:12]2)(=[O:10])=[O:9])=[CH:4][C:3]=1[N:22]1[C:26]2=[N:27][C:28]([C:32](OCC)=[O:33])=[CH:29][C:30]([CH3:31])=[C:25]2[NH:24][C:23]1=[O:37].[H-].C([Al+]CC(C)C)C(C)C.Cl. Product: [Cl:1][C:2]1[CH:7]=[CH:6][C:5]([S:8]([N:11]2[C:17]3[CH:18]=[CH:19][CH:20]=[CH:21][C:16]=3[CH2:15][CH2:14][CH2:13][CH2:12]2)(=[O:9])=[O:10])=[CH:4][C:3]=1[N:22]1[C:26]2=[N:27][C:28]([CH2:32][OH:33])=[CH:29][C:30]([CH3:31])=[C:25]2[NH:24][C:23]1=[O:37]. The catalyst class is: 7. (2) Reactant: CC1C=CC(S(O[CH2:12][CH2:13][CH:14]2[CH2:19][CH2:18][N:17]([C:20]([O:22][C:23]([CH3:26])([CH3:25])[CH3:24])=[O:21])[CH2:16][CH2:15]2)(=O)=O)=CC=1.C(=O)([O-])[O-].[K+].[K+].[Br:33][C:34]1[CH:39]=[CH:38][C:37]([SH:40])=[C:36]([C:41]([F:44])([F:43])[F:42])[CH:35]=1.CN(C=O)C. The catalyst class is: 161. Product: [Br:33][C:34]1[CH:39]=[CH:38][C:37]([S:40][CH2:12][CH2:13][CH:14]2[CH2:15][CH2:16][N:17]([C:20]([O:22][C:23]([CH3:24])([CH3:25])[CH3:26])=[O:21])[CH2:18][CH2:19]2)=[C:36]([C:41]([F:44])([F:42])[F:43])[CH:35]=1. (3) Reactant: [NH2:1][C:2]1[NH:3][C:4](=[O:39])[C:5]2[N:6]=[CH:7][N:8]([CH2:11][C@H:12]([OH:38])[CH2:13][O:14][C:15]([C:30]3[CH:35]=[CH:34][C:33]([O:36][CH3:37])=[CH:32][CH:31]=3)([C:22]3[CH:27]=[CH:26][C:25]([O:28][CH3:29])=[CH:24][CH:23]=3)[C:16]3[CH:21]=[CH:20][CH:19]=[CH:18][CH:17]=3)[C:9]=2[N:10]=1. Product: [CH3:37][O:36][C:33]1[CH:34]=[CH:35][C:30]([C:15]([C:22]2[CH:27]=[CH:26][C:25]([O:28][CH3:29])=[CH:24][CH:23]=2)([C:16]2[CH:17]=[CH:18][CH:19]=[CH:20][CH:21]=2)[O:14][CH2:13][C@@H:12]([OH:38])[CH2:11][N:8]2[CH:7]=[N:6][C:5]3[C:4](=[O:39])[NH:3][C:2](/[N:1]=[CH:7]/[N:8]([CH3:11])[CH3:9])=[N:10][C:9]2=3)=[CH:31][CH:32]=1. The catalyst class is: 5. (4) Reactant: [F:1][C:2]1[CH:7]=[CH:6][C:5]([C:8]2[C:17]3[C:12](=[CH:13][C:14]([CH2:18][N:19]4[CH:23]=[C:22]([CH:24]=[O:25])[CH:21]=[N:20]4)=[CH:15][CH:16]=3)[N:11]=[C:10]([C:26]([NH2:28])=[O:27])[CH:9]=2)=[CH:4][CH:3]=1.[CH:29]1([Mg]Br)[CH2:31][CH2:30]1. Product: [CH:29]1([CH:24]([OH:25])[C:22]2[CH:21]=[N:20][N:19]([CH2:18][C:14]3[CH:13]=[C:12]4[C:17]([C:8]([C:5]5[CH:6]=[CH:7][C:2]([F:1])=[CH:3][CH:4]=5)=[CH:9][C:10]([C:26]([NH2:28])=[O:27])=[N:11]4)=[CH:16][CH:15]=3)[CH:23]=2)[CH2:31][CH2:30]1. The catalyst class is: 1. (5) Product: [NH2:7][C:8]1[CH:13]=[CH:12][CH:11]=[CH:10][C:9]=1[NH:14][C:15](=[O:33])/[CH:16]=[CH:17]/[C:18]1[CH:22]=[CH:21][N:20]([S:23]([C:26]2[CH:27]=[CH:28][C:29]([CH3:32])=[CH:30][CH:31]=2)(=[O:25])=[O:24])[CH:19]=1. Reactant: C(OC(=O)[NH:7][C:8]1[CH:13]=[CH:12][CH:11]=[CH:10][C:9]=1[NH:14][C:15](=[O:33])/[CH:16]=[CH:17]/[C:18]1[CH:22]=[CH:21][N:20]([S:23]([C:26]2[CH:31]=[CH:30][C:29]([CH3:32])=[CH:28][CH:27]=2)(=[O:25])=[O:24])[CH:19]=1)(C)(C)C.FC(F)(F)C(O)=O. The catalyst class is: 4. (6) Reactant: [Br:1][C:2]1[CH:7]=[CH:6][C:5]([C:8]2[C:9]3[CH:16]=[CH:15][C:14]([OH:17])=[CH:13][C:10]=3[S:11][CH:12]=2)=[CH:4][CH:3]=1.C([O-])([O-])=O.[K+].[K+].[Br:24][CH2:25][CH2:26][CH2:27][CH2:28]Br. Product: [Br:24][CH2:25][CH2:26][CH2:27][CH2:28][O:17][C:14]1[CH:15]=[CH:16][C:9]2[C:8]([C:5]3[CH:6]=[CH:7][C:2]([Br:1])=[CH:3][CH:4]=3)=[CH:12][S:11][C:10]=2[CH:13]=1. The catalyst class is: 21. (7) Reactant: [OH:1][B:2]1[C:6]2[CH:7]=[C:8]([N+:11]([O-])=O)[CH:9]=[CH:10][C:5]=2[CH:4]([CH2:14][NH:15][C:16](=[O:22])[CH2:17][CH2:18][CH:19]([CH3:21])[CH3:20])[O:3]1.Cl.C(=O)(O)[O-].[Na+].C(OCC)(=O)C. Product: [NH2:11][C:8]1[CH:9]=[CH:10][C:5]2[CH:4]([CH2:14][NH:15][C:16](=[O:22])[CH2:17][CH2:18][CH:19]([CH3:21])[CH3:20])[O:3][B:2]([OH:1])[C:6]=2[CH:7]=1. The catalyst class is: 284. (8) Reactant: C([O:3][C:4]([C:6]1[CH:10]=[C:9]([C:11]2[CH:15]=[CH:14][N:13]([CH2:16][CH3:17])[CH:12]=2)[N:8]([C:18]2[CH:19]=[N:20][C:21]([CH3:24])=[CH:22][CH:23]=2)[N:7]=1)=[O:5])C.O.[OH-].[Li+]. Product: [CH2:16]([N:13]1[CH:14]=[CH:15][C:11]([C:9]2[N:8]([C:18]3[CH:19]=[N:20][C:21]([CH3:24])=[CH:22][CH:23]=3)[N:7]=[C:6]([C:4]([OH:5])=[O:3])[CH:10]=2)=[CH:12]1)[CH3:17]. The catalyst class is: 24.